This data is from Catalyst prediction with 721,799 reactions and 888 catalyst types from USPTO. The task is: Predict which catalyst facilitates the given reaction. (1) Reactant: S=[C:2]1[CH2:6][S:5][C:4](=[O:7])[NH:3]1.[CH2:8]([N:10]([CH2:14][CH3:15])[CH2:11][CH2:12][NH2:13])[CH3:9].[F:16][C:17]([F:41])([F:40])[C:18]1[CH:35]=[C:34]([C:36]([F:39])([F:38])[F:37])[CH:33]=[CH:32][C:19]=1[CH2:20][O:21][C:22]1[CH:23]=[C:24]([CH:27]=[CH:28][C:29]=1[O:30][CH3:31])[CH:25]=O.CC(C)([O-])C.[K+].[Cl-].[NH4+]. Product: [F:16][C:17]([F:40])([F:41])[C:18]1[CH:35]=[C:34]([C:36]([F:39])([F:38])[F:37])[CH:33]=[CH:32][C:19]=1[CH2:20][O:21][C:22]1[CH:23]=[C:24](/[CH:25]=[C:6]2/[C:2]([NH:13][CH2:12][CH2:11][N:10]([CH2:14][CH3:15])[CH2:8][CH3:9])=[N:3][C:4](=[O:7])[S:5]/2)[CH:27]=[CH:28][C:29]=1[O:30][CH3:31]. The catalyst class is: 162. (2) Reactant: [NH2:1][C:2]1[C:7]([O:8][C:9]2[CH:14]=[CH:13][C:12]([F:15])=[CH:11][CH:10]=2)=[CH:6][C:5]([S:16][C:17]2[N:22]=[CH:21][CH:20]=[CH:19][N:18]=2)=[CH:4][N:3]=1.Cl[C:24]1[CH:31]=[CH:30][C:27]([C:28]#[N:29])=[CH:26][N:25]=1.C(=O)([O-])[O-].[Cs+].[Cs+].C1(P(C2C=CC=CC=2)C2C3OC4C(=CC=CC=4P(C4C=CC=CC=4)C4C=CC=CC=4)C(C)(C)C=3C=CC=2)C=CC=CC=1.O.[Cl-].[NH4+]. Product: [F:15][C:12]1[CH:11]=[CH:10][C:9]([O:8][C:7]2[C:2]([NH:1][C:24]3[CH:31]=[CH:30][C:27]([C:28]#[N:29])=[CH:26][N:25]=3)=[N:3][CH:4]=[C:5]([S:16][C:17]3[N:18]=[CH:19][CH:20]=[CH:21][N:22]=3)[CH:6]=2)=[CH:14][CH:13]=1. The catalyst class is: 155. (3) Reactant: [N+:1]([C:4]1[CH:12]=[C:11]2[C:7]([CH:8]=[N:9][NH:10]2)=[CH:6][CH:5]=1)([O-:3])=[O:2].C(N(CC)CC)C.[CH3:20][C:21](OC(C)=O)=[O:22].C1OCCOCCOCCOCCOCCOC1. Product: [N+:1]([C:4]1[CH:12]=[C:11]2[C:7]([CH:8]=[N:9][N:10]2[C:21](=[O:22])[CH3:20])=[CH:6][CH:5]=1)([O-:3])=[O:2]. The catalyst class is: 35. (4) Reactant: [F:1][C:2]([F:20])([F:19])[C:3]1[CH:4]=[C:5]([C:9]2[CH:10]=[CH:11][C:12]3[O:13][CH2:14][CH2:15][NH:16][C:17]=3[N:18]=2)[CH:6]=[CH:7][CH:8]=1.[CH3:21][C:22]1([CH3:38])[O:26][CH:25]([CH2:27][O:28][C:29]2[CH:30]=[C:31]([CH:35]=[CH:36][N:37]=2)[C:32](O)=[O:33])[CH2:24][O:23]1.F[P-](F)(F)(F)(F)F.N1(OC(N(C)C)=[N+](C)C)C2N=CC=CC=2N=N1. Product: [CH3:21][C:22]1([CH3:38])[O:26][CH:25]([CH2:27][O:28][C:29]2[CH:30]=[C:31]([C:32]([N:16]3[CH2:15][CH2:14][O:13][C:12]4[CH:11]=[CH:10][C:9]([C:5]5[CH:6]=[CH:7][CH:8]=[C:3]([C:2]([F:19])([F:1])[F:20])[CH:4]=5)=[N:18][C:17]3=4)=[O:33])[CH:35]=[CH:36][N:37]=2)[CH2:24][O:23]1. The catalyst class is: 85. (5) Reactant: [CH2:1]([OH:8])[C:2]1[CH:7]=[CH:6][CH:5]=[CH:4][CH:3]=1.[C:9]([OH:28])(=[O:27])[CH2:10][CH2:11][CH2:12][CH2:13][CH2:14][CH2:15][CH2:16]/[CH:17]=[CH:18]\[CH2:19][CH2:20][CH2:21][CH2:22][CH2:23][CH2:24][CH2:25][CH3:26].C1CCC(N=C=NC2CCCCC2)CC1. Product: [C:9]([O-:28])(=[O:27])[CH2:10][CH2:11][CH2:12][CH2:13][CH2:14][CH2:15][CH2:16]/[CH:17]=[CH:18]\[CH2:19][CH2:20][CH2:21][CH2:22][CH2:23][CH2:24][CH2:25][CH3:26].[C:9]([O:8][CH2:1][C:2]1[CH:7]=[CH:6][CH:5]=[CH:4][CH:3]=1)(=[O:27])[CH2:10][CH2:11][CH2:12][CH2:13][CH2:14][CH2:15][CH2:16]/[CH:17]=[CH:18]\[CH2:19][CH2:20][CH2:21][CH2:22][CH2:23][CH2:24][CH2:25][CH3:26]. The catalyst class is: 79. (6) Reactant: [C:1]([O:5][C:6]([NH:8][C@H:9]([C:11]1[C:20]([C:21]([O:23]CC)=[O:22])=[CH:19][C:18]2[C:13](=[C:14]([F:26])[CH:15]=[CH:16][CH:17]=2)[N:12]=1)[CH3:10])=[O:7])([CH3:4])([CH3:3])[CH3:2].O.[OH-].[Li+].C(O)(=O)C. The catalyst class is: 87. Product: [C:1]([O:5][C:6]([NH:8][C@H:9]([C:11]1[C:20]([C:21]([OH:23])=[O:22])=[CH:19][C:18]2[C:13](=[C:14]([F:26])[CH:15]=[CH:16][CH:17]=2)[N:12]=1)[CH3:10])=[O:7])([CH3:2])([CH3:3])[CH3:4]. (7) The catalyst class is: 45. Product: [CH2:5]([C:4]1[NH:1][C:21]([NH2:22])=[N:20][C:7]=1[CH2:8][CH2:9][CH2:10][CH2:11][CH2:12][C:13]1[CH:18]=[CH:17][CH:16]=[CH:15][CH:14]=1)[CH3:6]. Reactant: [N+:1]([CH:4]([C:7](=O)[CH2:8][CH2:9][CH2:10][CH2:11][CH2:12][C:13]1[CH:18]=[CH:17][CH:16]=[CH:15][CH:14]=1)[CH2:5][CH3:6])([O-])=O.[N:20]#[C:21][NH2:22]. (8) Reactant: [CH2:1]([N:3]1[CH2:8][C@H:7]([CH3:9])[O:6][C:5](=[O:10])[CH2:4]1)[CH3:2].C[Si]([N-][Si](C)(C)C)(C)C.[Li+].O1CCCC1.C(C1C=CC=CC=1)C.Br[CH2:35][C:36]([O:38][CH3:39])=[O:37]. Product: [CH2:1]([N:3]1[CH2:8][C@H:7]([CH3:9])[O:6][C:5](=[O:10])[CH:4]1[CH2:35][C:36]([O:38][CH3:39])=[O:37])[CH3:2]. The catalyst class is: 7.